From a dataset of Catalyst prediction with 721,799 reactions and 888 catalyst types from USPTO. Predict which catalyst facilitates the given reaction. (1) Reactant: [F:1][CH:2]([F:32])[CH2:3][O:4][C:5]1[CH:10]=[CH:9][C:8]([NH:11][C:12](=[O:28])[C:13]2[CH:18]=[C:17]([CH2:19][NH:20][C:21]([C:23]([CH3:26])([CH3:25])[CH3:24])=[O:22])[CH:16]=[CH:15][C:14]=2[Cl:27])=[CH:7][C:6]=1[C:29]([OH:31])=O.[F:33][C:34]([F:43])([F:42])[C@H:35]1[CH2:40][CH2:39][C@H:38]([NH2:41])[CH2:37][CH2:36]1.CN(C(ON1N=NC2C=CC=CC1=2)=[N+](C)C)C.[B-](F)(F)(F)F. Product: [F:32][CH:2]([F:1])[CH2:3][O:4][C:5]1[CH:10]=[CH:9][C:8]([NH:11][C:12](=[O:28])[C:13]2[CH:18]=[C:17]([CH2:19][NH:20][C:21]([C:23]([CH3:25])([CH3:24])[CH3:26])=[O:22])[CH:16]=[CH:15][C:14]=2[Cl:27])=[CH:7][C:6]=1[C:29]([NH:41][C@H:38]1[CH2:39][CH2:40][C@H:35]([C:34]([F:33])([F:42])[F:43])[CH2:36][CH2:37]1)=[O:31]. The catalyst class is: 1. (2) Reactant: [F:1][C:2]1[CH:7]=[CH:6][C:5]([C:8]2[CH:9]=[C:10]([CH:15]=[CH:16][N:17]=2)[C:11]([O:13]C)=[O:12])=[CH:4][CH:3]=1.[OH-].[Na+]. Product: [F:1][C:2]1[CH:3]=[CH:4][C:5]([C:8]2[CH:9]=[C:10]([CH:15]=[CH:16][N:17]=2)[C:11]([OH:13])=[O:12])=[CH:6][CH:7]=1. The catalyst class is: 24. (3) The catalyst class is: 10. Reactant: [Cl:1][C:2]1[CH:3]=[C:4]([C@@H:9]2[C@H:15]([CH2:16][OH:17])[O:14][CH2:13][CH2:12][N:11]([C:18]([O:20][C:21]([CH3:24])([CH3:23])[CH3:22])=[O:19])[CH2:10]2)[CH:5]=[CH:6][C:7]=1[Cl:8].CC(OI1(OC(C)=O)(OC(C)=O)OC(=O)C2C=CC=CC1=2)=O.C(=O)([O-])O.[Na+].S([O-])([O-])=O.[Na+].[Na+]. Product: [Cl:1][C:2]1[CH:3]=[C:4]([C@@H:9]2[C@H:15]([CH:16]=[O:17])[O:14][CH2:13][CH2:12][N:11]([C:18]([O:20][C:21]([CH3:24])([CH3:23])[CH3:22])=[O:19])[CH2:10]2)[CH:5]=[CH:6][C:7]=1[Cl:8]. (4) Reactant: Br[C:2]1[S:3][C:4]([Br:7])=[CH:5][N:6]=1.[OH:8][C:9]1[CH:10]=[C:11]([CH:16]=[CH:17][CH:18]=1)[C:12]([O:14][CH3:15])=[O:13].C(=O)([O-])[O-].[K+].[K+].O. Product: [Br:7][C:4]1[S:3][C:2]([O:8][C:9]2[CH:10]=[C:11]([CH:16]=[CH:17][CH:18]=2)[C:12]([O:14][CH3:15])=[O:13])=[N:6][CH:5]=1. The catalyst class is: 3. (5) Reactant: CNC(C1C(N)=NC=C(C2C=CC=C(CN)C=2)N=1)=O.[NH2:20][C:21]1[C:22]([C:43]([NH:45][CH3:46])=[O:44])=[N:23][C:24]([C:27]2[CH:32]=[CH:31][CH:30]=[C:29]([CH2:33][NH:34][C:35]([C:37]3[CH:42]=[CH:41][CH:40]=[CH:39][CH:38]=3)=[O:36])[CH:28]=2)=[CH:25][N:26]=1.C(Cl)(=O)C1C=CC=CC=1.O. Product: [CH3:46][NH:45][C:43]([C:22]1[C:21]([NH2:20])=[N:26][CH:25]=[C:24]([C:27]2[CH:32]=[CH:31][CH:30]=[C:29]([CH2:33][NH:34][C:35](=[O:36])[C:37]3[CH:42]=[CH:41][CH:40]=[CH:39][CH:38]=3)[CH:28]=2)[N:23]=1)=[O:44]. The catalyst class is: 10. (6) Product: [CH:20]12[NH:25][CH:23]([CH2:22][CH2:21]1)[CH2:24][CH:18]([C:17]1[N:12]3[N:11]=[C:10]([C:31]4[CH:32]=[CH:33][N:34]=[CH:35][CH:36]=4)[C:9]([C:5]4[CH:6]=[CH:7][CH:8]=[C:3]([O:2][CH3:1])[CH:4]=4)=[C:13]3[N:14]=[CH:15][CH:16]=1)[CH2:19]2. Reactant: [CH3:1][O:2][C:3]1[CH:4]=[C:5]([C:9]2[C:10]([C:31]3[CH:36]=[CH:35][N:34]=[CH:33][CH:32]=3)=[N:11][N:12]3[C:17]([CH:18]4[CH2:24][CH:23]5[N:25](C(OCC)=O)[CH:20]([CH2:21][CH2:22]5)[CH2:19]4)=[CH:16][CH:15]=[N:14][C:13]=23)[CH:6]=[CH:7][CH:8]=1.I[Si](C)(C)C. The catalyst class is: 22.